Dataset: Full USPTO retrosynthesis dataset with 1.9M reactions from patents (1976-2016). Task: Predict the reactants needed to synthesize the given product. Given the product [CH:23]([O:22][CH2:21][C:18]1[CH:19]=[CH:20][C:15]([CH2:14][C:11]2[CH:10]=[CH:9][C:8]([NH2:7])=[CH:13][CH:12]=2)=[CH:16][CH:17]=1)([CH3:25])[CH3:24], predict the reactants needed to synthesize it. The reactants are: C[Si](C)(C)CCOC(=O)[NH:7][C:8]1[CH:13]=[CH:12][C:11]([CH2:14][C:15]2[CH:20]=[CH:19][C:18]([CH2:21][O:22][CH:23]([CH3:25])[CH3:24])=[CH:17][CH:16]=2)=[CH:10][CH:9]=1.[F-].C([N+](CCCC)(CCCC)CCCC)CCC.O1CCCC1.